Dataset: NCI-60 drug combinations with 297,098 pairs across 59 cell lines. Task: Regression. Given two drug SMILES strings and cell line genomic features, predict the synergy score measuring deviation from expected non-interaction effect. Drug 1: CN(C)C1=NC(=NC(=N1)N(C)C)N(C)C. Drug 2: COC1=NC(=NC2=C1N=CN2C3C(C(C(O3)CO)O)O)N. Cell line: M14. Synergy scores: CSS=-14.3, Synergy_ZIP=6.42, Synergy_Bliss=2.53, Synergy_Loewe=-7.62, Synergy_HSA=-6.94.